The task is: Predict which catalyst facilitates the given reaction.. This data is from Catalyst prediction with 721,799 reactions and 888 catalyst types from USPTO. (1) Reactant: [Br:1][C:2]1[C:10]2[N:9]=[CH:8][NH:7][C:6]=2[CH:5]=[C:4]([N+:11]([O-:13])=[O:12])[CH:3]=1.Br[CH2:15][C:16]1[CH:21]=[CH:20][CH:19]=[C:18]([Cl:22])[C:17]=1[CH3:23].C(=O)([O-])[O-].[K+].[K+].O. Product: [Br:1][C:2]1[C:10]2[N:9]=[CH:8][N:7]([CH2:15][C:16]3[CH:21]=[CH:20][CH:19]=[C:18]([Cl:22])[C:17]=3[CH3:23])[C:6]=2[CH:5]=[C:4]([N+:11]([O-:13])=[O:12])[CH:3]=1. The catalyst class is: 9. (2) Reactant: [C:1]([O:5][C:6]([N:8]1[CH2:13][C@@H:12]([O:14][CH2:15][C@H:16]2[CH2:18][O:17]2)[C@H:11]([C:19]2[CH:24]=[CH:23][C:22]([O:25][CH2:26][CH:27]=[CH2:28])=[CH:21][CH:20]=2)[C@@H:10]([O:29][CH2:30][C:31]2[CH:40]=[C:39]([O:41][CH3:42])[C:38]3[C:33](=[CH:34][CH:35]=[CH:36][CH:37]=3)[CH:32]=2)[CH2:9]1)=[O:7])([CH3:4])([CH3:3])[CH3:2].[CH3:43][O-:44].[Na+]. Product: [C:1]([O:5][C:6]([N:8]1[CH2:9][C@H:10]([O:29][CH2:30][C:31]2[CH:40]=[C:39]([O:41][CH3:42])[C:38]3[C:33](=[CH:34][CH:35]=[CH:36][CH:37]=3)[CH:32]=2)[C@@H:11]([C:19]2[CH:20]=[CH:21][C:22]([O:25][CH2:26][CH:27]=[CH2:28])=[CH:23][CH:24]=2)[C@H:12]([O:14][CH2:15][C@H:16]([OH:17])[CH2:18][O:44][CH3:43])[CH2:13]1)=[O:7])([CH3:3])([CH3:2])[CH3:4]. The catalyst class is: 9. (3) Reactant: Br[C:2]1[CH:3]=[C:4]2[C:8](=[CH:9][CH:10]=1)[C:7](=[O:11])[CH2:6][CH2:5]2.[B:12]1([B:12]2[O:16][C:15]([CH3:18])([CH3:17])[C:14]([CH3:20])([CH3:19])[O:13]2)[O:16][C:15]([CH3:18])([CH3:17])[C:14]([CH3:20])([CH3:19])[O:13]1.C([O-])(=O)C.[K+].O1CCOCC1. The catalyst class is: 84. Product: [CH3:19][C:14]1([CH3:20])[C:15]([CH3:18])([CH3:17])[O:16][B:12]([C:2]2[CH:3]=[C:4]3[C:8](=[CH:9][CH:10]=2)[C:7](=[O:11])[CH2:6][CH2:5]3)[O:13]1. (4) Reactant: CC(OI1(OC(C)=O)(OC(C)=O)OC(=O)C2C=CC=CC1=2)=O.[CH3:23][N:24]1[C:29](=[O:30])[N:28]2[CH:31]=[N:32][C:33]([C:34](=[S:42])[NH:35][C:36]3[CH:41]=[CH:40][CH:39]=[CH:38][CH:37]=3)=[C:27]2[N:26]=[N:25]1. Product: [S:42]1[C:41]2[CH:40]=[CH:39][CH:38]=[CH:37][C:36]=2[N:35]=[C:34]1[C:33]1[N:32]=[CH:31][N:28]2[C:29](=[O:30])[N:24]([CH3:23])[N:25]=[N:26][C:27]=12. The catalyst class is: 22. (5) Reactant: [Br:1][C:2]1[N:7]=[C:6]([N+:8]([O-:10])=[O:9])[C:5]([OH:11])=[CH:4][CH:3]=1.C(=O)([O-])[O-].[K+].[K+].[Br:18][CH:19](Br)[CH3:20]. Product: [Br:1][C:2]1[N:7]=[C:6]([N+:8]([O-:10])=[O:9])[C:5]([O:11][CH2:20][CH2:19][Br:18])=[CH:4][CH:3]=1. The catalyst class is: 3.